Predict the product of the given reaction. From a dataset of Forward reaction prediction with 1.9M reactions from USPTO patents (1976-2016). (1) Given the reactants [CH2:1]([O:3][P:4]([CH2:9][CH2:10][CH2:11][N:12]1[C:21]2[C:16](=[N:17][CH:18]=[C:19]([CH2:22][C:23]3[CH:28]=[CH:27][C:26]([F:29])=[CH:25][CH:24]=3)[CH:20]=2)[C:15]([OH:30])=[C:14]([C:31](OCC)=[O:32])[C:13]1=[O:36])([O:6][CH2:7][CH3:8])=[O:5])[CH3:2].[NH2:37][CH2:38][CH2:39][OH:40], predict the reaction product. The product is: [CH2:1]([O:3][P:4]([CH2:9][CH2:10][CH2:11][N:12]1[C:21]2[C:16](=[N:17][CH:18]=[C:19]([CH2:22][C:23]3[CH:24]=[CH:25][C:26]([F:29])=[CH:27][CH:28]=3)[CH:20]=2)[C:15]([OH:30])=[C:14]([C:31]([NH:37][CH2:38][CH2:39][OH:40])=[O:32])[C:13]1=[O:36])(=[O:5])[O:6][CH2:7][CH3:8])[CH3:2]. (2) Given the reactants [CH3:1][C:2]1[C:7]([N+:8]([O-:10])=[O:9])=[C:6]([CH3:11])[N:5]=[C:4](O)[N:3]=1.P(Cl)(Cl)([Cl:15])=O, predict the reaction product. The product is: [Cl:15][C:4]1[N:3]=[C:2]([CH3:1])[C:7]([N+:8]([O-:10])=[O:9])=[C:6]([CH3:11])[N:5]=1. (3) Given the reactants N[C:2]1[N:6]([C:7]2[CH:12]=[CH:11][CH:10]=[CH:9][N:8]=2)[N:5]=[CH:4][C:3]=1[C:13]([O:15][CH2:16][CH3:17])=[O:14].N(OC(C)(C)C)=O.[Cl:25]CCCl, predict the reaction product. The product is: [Cl:25][C:2]1[N:6]([C:7]2[CH:12]=[CH:11][CH:10]=[CH:9][N:8]=2)[N:5]=[CH:4][C:3]=1[C:13]([O:15][CH2:16][CH3:17])=[O:14]. (4) Given the reactants [N+:1]([C:4]1[CH:9]=[CH:8][CH:7]=[CH:6][C:5]=1[C:10]1[C:11]2[NH:15][C:14]([C:16]([C:52]3[CH:57]=[CH:56][CH:55]=[CH:54][C:53]=3[N+:58]([O-])=O)=[C:17]3[N:51]=[C:20]([C:21]([C:42]4[CH:47]=[CH:46][CH:45]=[CH:44][C:43]=4[N+:48]([O-])=O)=[C:22]4[NH:41][C:25](=[C:26]([C:32]5[CH:37]=[CH:36][CH:35]=[CH:34][C:33]=5[N+:38]([O-])=O)[C:27]5[CH:28]=[CH:29][C:30]=1[N:31]=5)[CH:24]=[CH:23]4)[CH:19]=[CH:18]3)=[CH:13][CH:12]=2)([O-])=O.O.O.[Sn](Cl)Cl.N, predict the reaction product. The product is: [NH2:58][C:53]1[CH:54]=[CH:55][CH:56]=[CH:57][C:52]=1[C:16]1[C:14]2[NH:15][C:11]([C:10]([C:5]3[CH:6]=[CH:7][CH:8]=[CH:9][C:4]=3[NH2:1])=[C:30]3[N:31]=[C:27]([C:26]([C:32]4[CH:37]=[CH:36][CH:35]=[CH:34][C:33]=4[NH2:38])=[C:25]4[NH:41][C:22](=[C:21]([C:42]5[CH:47]=[CH:46][CH:45]=[CH:44][C:43]=5[NH2:48])[C:20]5[CH:19]=[CH:18][C:17]=1[N:51]=5)[CH:23]=[CH:24]4)[CH:28]=[CH:29]3)=[CH:12][CH:13]=2. (5) Given the reactants [C:1](Cl)(=O)[CH3:2].[CH2:5]([O:7][C:8]1[C:13](=[O:14])[N:12]([CH3:15])[C:11]([OH:16])=[N:10][C:9]=1[C:17]([OH:19])=[O:18])[CH3:6], predict the reaction product. The product is: [CH2:5]([O:7][C:8]1[C:13](=[O:14])[N:12]([CH3:15])[C:11]([OH:16])=[N:10][C:9]=1[C:17]([O:19][CH2:1][CH3:2])=[O:18])[CH3:6].